From a dataset of Catalyst prediction with 721,799 reactions and 888 catalyst types from USPTO. Predict which catalyst facilitates the given reaction. The catalyst class is: 64. Reactant: [CH3:1][S:2][CH2:3][CH2:4][CH2:5][OH:6].CCN(CC)CC.[CH3:14][C:15]1[CH:20]=[CH:19][C:18]([S:21](Cl)(=[O:23])=[O:22])=[CH:17][CH:16]=1. Product: [CH3:14][C:15]1[CH:20]=[CH:19][C:18]([S:21]([O:6][CH2:5][CH2:4][CH2:3][S:2][CH3:1])(=[O:23])=[O:22])=[CH:17][CH:16]=1.